From a dataset of Peptide-MHC class I binding affinity with 185,985 pairs from IEDB/IMGT. Regression. Given a peptide amino acid sequence and an MHC pseudo amino acid sequence, predict their binding affinity value. This is MHC class I binding data. (1) The peptide sequence is FSDLCNFLI. The MHC is HLA-A80:01 with pseudo-sequence HLA-A80:01. The binding affinity (normalized) is 0.0847. (2) The peptide sequence is NPANKEESI. The MHC is HLA-A29:02 with pseudo-sequence HLA-A29:02. The binding affinity (normalized) is 0.0847. (3) The peptide sequence is STIFFTASL. The MHC is H-2-Db with pseudo-sequence H-2-Db. The binding affinity (normalized) is 0.0639. (4) The peptide sequence is VWNVYVKF. The MHC is Mamu-B52 with pseudo-sequence Mamu-B52. The binding affinity (normalized) is 0.356. (5) The peptide sequence is LAILFEEVM. The MHC is HLA-B35:01 with pseudo-sequence HLA-B35:01. The binding affinity (normalized) is 0.676. (6) The peptide sequence is KLHEEEIQEL. The MHC is HLA-A02:01 with pseudo-sequence HLA-A02:01. The binding affinity (normalized) is 0.499.